Dataset: Reaction yield outcomes from USPTO patents with 853,638 reactions. Task: Predict the reaction yield, written as a fraction of the theoretical maximum amount of product (1.0 means a 100% yield; for example, 0.34 means a 34% yield). (1) The reactants are [CH3:1][O:2][C:3]([C:5]1[CH:10]=[C:9]([NH2:11])[N:8]=[C:7](Cl)[N:6]=1)=[O:4].[Cl:13][C:14]1[CH:19]=[CH:18][C:17](B(O)O)=[C:16]([F:23])[C:15]=1[O:24][CH3:25]. The catalyst is COCCOC.O.Cl[Pd](Cl)([P](C1C=CC=CC=1)(C1C=CC=CC=1)C1C=CC=CC=1)[P](C1C=CC=CC=1)(C1C=CC=CC=1)C1C=CC=CC=1. The product is [CH3:1][O:2][C:3]([C:5]1[CH:10]=[C:9]([NH2:11])[N:8]=[C:7]([C:17]2[CH:18]=[CH:19][C:14]([Cl:13])=[C:15]([O:24][CH3:25])[C:16]=2[F:23])[N:6]=1)=[O:4]. The yield is 0.535. (2) The reactants are Br[C:2]1[CH:3]=[CH:4][N:5]=[C:6]2[C:11]=1[N:10]=[C:9]([O:12][CH3:13])[CH:8]=[CH:7]2.COC1[N:17]=[C:18]2[C:23](=[CH:24][CH:25]=1)[N:22]=[CH:21][CH:20]=[C:19]2O.P(Br)(Br)Br.C[N:32](C=O)C. The yield is 0.750. The product is [CH3:13][O:12][C:9]1[N:10]=[C:11]2[C:6](=[CH:7][CH:8]=1)[N:5]=[CH:4][CH:3]=[C:2]2[N:22]1[CH:21]=[C:20]2[C:25]([CH2:24][CH2:23][CH:18]([NH2:17])[CH2:19]2)=[N:32]1. No catalyst specified. (3) The reactants are [Cl:1][C:2]1[C:3]2[C:10]([CH3:11])=[CH:9][NH:8][C:4]=2[N:5]=[CH:6][N:7]=1.[H-].[Na+].[C:14]1([S:20](Cl)(=[O:22])=[O:21])[CH:19]=[CH:18][CH:17]=[CH:16][CH:15]=1. The product is [Cl:1][C:2]1[C:3]2[C:10]([CH3:11])=[CH:9][N:8]([S:20]([C:14]3[CH:19]=[CH:18][CH:17]=[CH:16][CH:15]=3)(=[O:22])=[O:21])[C:4]=2[N:5]=[CH:6][N:7]=1. The yield is 0.850. The catalyst is CN(C)C=O.